This data is from Reaction yield outcomes from USPTO patents with 853,638 reactions. The task is: Predict the reaction yield, written as a fraction of the theoretical maximum amount of product (1.0 means a 100% yield; for example, 0.34 means a 34% yield). (1) The reactants are [CH2:1]([O:3][C:4]1[CH:5]=[C:6]([CH:9]=[C:10]([CH2:13][C:14]([CH3:16])=[CH2:15])[C:11]=1[OH:12])[CH:7]=[O:8])[CH3:2]. The catalyst is C1(C)C=CC=CC=1. The product is [CH2:1]([O:3][C:4]1[C:11]2[O:12][C:14]([CH3:16])([CH3:15])[CH2:13][C:10]=2[CH:9]=[C:6]([CH:7]=[O:8])[CH:5]=1)[CH3:2]. The yield is 0.930. (2) The reactants are [F:1][C:2]1[CH:3]=[C:4]([C:12]2[C:13]3[CH:20]([CH2:21][C:22]([NH:24][CH3:25])=[O:23])[CH2:19][CH2:18][C:14]=3[CH:15]=[N:16][CH:17]=2)[CH:5]=[CH:6][C:7]=1[C:8]([F:11])([F:10])[F:9].N1C[CH2:30][CH2:29][CH2:28][CH2:27]1. No catalyst specified. The product is [F:1][C:2]1[CH:3]=[C:4]([C:12]2[C:13]3[CH:20]([CH2:21][C:22]([N:24]4[CH2:30][CH2:29][CH2:28][CH2:27][CH2:25]4)=[O:23])[CH2:19][CH2:18][C:14]=3[CH:15]=[N:16][CH:17]=2)[CH:5]=[CH:6][C:7]=1[C:8]([F:11])([F:9])[F:10]. The yield is 0.160. (3) The product is [Cl:28][C:29]1[CH:34]=[CH:33][C:32]([C:2]2[CH:3]=[CH:4][C:5]3[O:11][CH2:10][CH2:9][N:8]4[CH:12]=[C:13]([C:15]5[N:19]([C:20]6[CH:25]=[CH:24][CH:23]=[CH:22][C:21]=6[Cl:26])[N:18]=[CH:17][N:16]=5)[N:14]=[C:7]4[C:6]=3[CH:27]=2)=[CH:31][CH:30]=1. The catalyst is O1CCOCC1.C1C=CC(P(C2C=CC=CC=2)[C-]2C=CC=C2)=CC=1.C1C=CC(P(C2C=CC=CC=2)[C-]2C=CC=C2)=CC=1.Cl[Pd]Cl.[Fe+2]. The reactants are Br[C:2]1[CH:3]=[CH:4][C:5]2[O:11][CH2:10][CH2:9][N:8]3[CH:12]=[C:13]([C:15]4[N:19]([C:20]5[CH:25]=[CH:24][CH:23]=[CH:22][C:21]=5[Cl:26])[N:18]=[CH:17][N:16]=4)[N:14]=[C:7]3[C:6]=2[CH:27]=1.[Cl:28][C:29]1[CH:34]=[CH:33][C:32](B(O)O)=[CH:31][CH:30]=1.C([O-])([O-])=O.[Cs+].[Cs+].O. The yield is 0.168. (4) The reactants are [NH2:1][CH2:2][CH2:3][C@H:4]([NH:15][C:16](=[O:31])[C:17]1[CH:22]=[CH:21][C:20]([C:23]([N:25]2[CH2:29][CH:28]=[CH:27][CH2:26]2)=[O:24])=[C:19]([CH3:30])[CH:18]=1)[C:5]1[NH:9][C:8]2[CH:10]=[CH:11][C:12]([Cl:14])=[CH:13][C:7]=2[N:6]=1.[CH3:32][S:33](Cl)(=[O:35])=[O:34].C(N(CC)CC)C.ClCl. The catalyst is O1CCCC1.ClCCl.C(O)C. The product is [Cl:14][C:12]1[CH:11]=[CH:10][C:8]2[NH:9][C:5]([C@@H:4]([NH:15][C:16](=[O:31])[C:17]3[CH:22]=[CH:21][C:20]([C:23]([N:25]4[CH2:29][CH:28]=[CH:27][CH2:26]4)=[O:24])=[C:19]([CH3:30])[CH:18]=3)[CH2:3][CH2:2][NH:1][S:33]([CH3:32])(=[O:35])=[O:34])=[N:6][C:7]=2[CH:13]=1. The yield is 0.580. (5) The reactants are [F:1][C:2]1[CH:7]=[CH:6][C:5]([N:8]2[C:16]3[CH2:15][CH2:14][CH2:13][NH:12][C:11]=3[CH:10]=[N:9]2)=[CH:4][CH:3]=1.[F:17][C:18]([F:29])([F:28])[C:19]1[CH:23]=[CH:22][N:21]([CH2:24][C:25](O)=[O:26])[N:20]=1.CCN(CC)CC.CN(C(ON1N=NC2C=CC=NC1=2)=[N+](C)C)C.F[P-](F)(F)(F)(F)F. The catalyst is CN(C=O)C. The product is [F:1][C:2]1[CH:3]=[CH:4][C:5]([N:8]2[C:16]3[CH2:15][CH2:14][CH2:13][N:12]([C:25](=[O:26])[CH2:24][N:21]4[CH:22]=[CH:23][C:19]([C:18]([F:28])([F:17])[F:29])=[N:20]4)[C:11]=3[CH:10]=[N:9]2)=[CH:6][CH:7]=1. The yield is 0.740.